From a dataset of Catalyst prediction with 721,799 reactions and 888 catalyst types from USPTO. Predict which catalyst facilitates the given reaction. (1) Reactant: [CH:1]1[C:5]2([CH2:10][CH2:9][CH2:8][CH2:7][CH2:6]2)[CH2:4][CH2:3][C:2]=1[CH2:11][OH:12].[H][H]. Product: [CH2:1]1[C:5]2([CH2:10][CH2:9][CH2:8][CH2:7][CH2:6]2)[CH2:4][CH2:3][CH:2]1[CH2:11][OH:12]. The catalyst class is: 457. (2) Reactant: [Cl:1][C:2]1[CH:26]=[CH:25][C:5]([C:6]([NH:8][CH:9]([CH:19]2[CH2:24][CH2:23][CH2:22][CH2:21][CH2:20]2)[CH2:10][NH:11]C(=O)OC(C)(C)C)=[O:7])=[CH:4][C:3]=1[NH:27][C:28]([C:30]1[C:41](=[O:42])[NH:40][C:33]2[N:34]=[C:35]([O:38][CH3:39])[N:36]=[CH:37][C:32]=2[CH:31]=1)=[O:29].FC(F)(F)C(O)=O. Product: [NH2:11][CH2:10][CH:9]([NH:8][C:6]([C:5]1[CH:25]=[CH:26][C:2]([Cl:1])=[C:3]([NH:27][C:28]([C:30]2[C:41](=[O:42])[NH:40][C:33]3[N:34]=[C:35]([O:38][CH3:39])[N:36]=[CH:37][C:32]=3[CH:31]=2)=[O:29])[CH:4]=1)=[O:7])[CH:19]1[CH2:20][CH2:21][CH2:22][CH2:23][CH2:24]1. The catalyst class is: 4. (3) Reactant: [CH3:1][O:2][C:3](=[O:18])[C:4]1[CH:9]=[CH:8][C:7]([C:10]2[C:15]([Cl:16])=[CH:14][N:13]=[C:12](Cl)[N:11]=2)=[CH:6][CH:5]=1.[CH:19]1([NH2:22])[CH2:21][CH2:20]1. Product: [CH3:1][O:2][C:3](=[O:18])[C:4]1[CH:9]=[CH:8][C:7]([C:10]2[C:15]([Cl:16])=[CH:14][N:13]=[C:12]([NH:22][CH:19]3[CH2:21][CH2:20]3)[N:11]=2)=[CH:6][CH:5]=1. The catalyst class is: 40. (4) Reactant: [CH2:1]([N:3](CC)[CH2:4][CH3:5])[CH3:2].S(F)([F:11])(=O)=O.[C:13](=[O:16])([O-])[O-:14].[K+].[K+]. The catalyst class is: 10. Product: [F:11][CH:5]1[CH2:4][NH:3][C@H:1]([C:13]([OH:14])=[O:16])[CH2:2]1. (5) Reactant: [S:1]1[CH:5]=[CH:4][N:3]=[C:2]1[CH:6]=[O:7].[NH2:8][C:9]1[CH:14]=[C:13]([O:15][CH3:16])[CH:12]=[CH:11][C:10]=1[C:17](=[O:19])[CH3:18].O=P(Cl)(Cl)Cl. Product: [C:17]([C:10]1[CH:11]=[CH:12][C:13]([O:15][CH3:16])=[CH:14][C:9]=1[NH:8][C:6]([C:2]1[S:1][CH:5]=[CH:4][N:3]=1)=[O:7])(=[O:19])[CH3:18]. The catalyst class is: 17. (6) Reactant: [OH:1][C:2]1[CH:3]=[N:4][C:5]([C:8]2[CH:9]=[C:10]([CH:14]([C:16]3[C:21](=[O:22])[CH:20]=[CH:19][N:18]([C:23]4[CH:24]=[N:25][N:26]([CH3:28])[CH:27]=4)[N:17]=3)[CH3:15])[CH:11]=[CH:12][CH:13]=2)=[N:6][CH:7]=1.[F:29][C@H:30]1[C@@H:35](OS(C(F)(F)F)(=O)=O)[CH2:34][CH2:33][N:32]([C:44]([O:46][C:47]([CH3:50])([CH3:49])[CH3:48])=[O:45])[CH2:31]1.[H-].[Na+]. Product: [F:29][C@H:30]1[C@H:35]([O:1][C:2]2[CH:3]=[N:4][C:5]([C:8]3[CH:13]=[CH:12][CH:11]=[C:10]([CH:14]([C:16]4[C:21](=[O:22])[CH:20]=[CH:19][N:18]([C:23]5[CH:24]=[N:25][N:26]([CH3:28])[CH:27]=5)[N:17]=4)[CH3:15])[CH:9]=3)=[N:6][CH:7]=2)[CH2:34][CH2:33][N:32]([C:44]([O:46][C:47]([CH3:50])([CH3:49])[CH3:48])=[O:45])[CH2:31]1. The catalyst class is: 31. (7) Reactant: [CH2:1]([C:3]1[C:12]2[C:7](=[CH:8][C:9]([O:15][CH3:16])=[C:10]([O:13][CH3:14])[CH:11]=2)[CH:6]=[C:5]([OH:17])[N:4]=1)[CH3:2].[ClH:18].[Cl:19][CH2:20][C:21]1[C:22]([NH:34][CH2:35][CH3:36])=[N:23][C:24]2[C:29]([CH:30]=1)=[CH:28][C:27]([O:31][CH2:32][CH3:33])=[CH:26][CH:25]=2.[Li+].[OH-]. Product: [ClH:19].[ClH:18].[CH2:32]([O:31][C:27]1[CH:28]=[C:29]2[C:24](=[CH:25][CH:26]=1)[N:23]=[C:22]([NH:34][CH2:35][CH3:36])[C:21]([CH2:20][C:6]1[C:7]3[C:12](=[CH:11][C:10]([O:13][CH3:14])=[C:9]([O:15][CH3:16])[CH:8]=3)[C:3]([CH2:1][CH3:2])=[N:4][C:5]=1[OH:17])=[CH:30]2)[CH3:33]. The catalyst class is: 76. (8) The catalyst class is: 2. Product: [F:1][C:2]1[CH:8]=[C:7]([I:9])[CH:6]=[CH:5][C:3]=1[NH:4][C:15]([C@@H:19]([NH:20][C:21](=[O:27])[O:22][C:23]([CH3:25])([CH3:24])[CH3:26])[CH2:18][CH2:17][OH:16])=[O:14]. Reactant: [F:1][C:2]1[CH:8]=[C:7]([I:9])[CH:6]=[CH:5][C:3]=1[NH2:4].C[Al](C)C.[O:14]=[C:15]1[C@@H:19]([NH:20][C:21](=[O:27])[O:22][C:23]([CH3:26])([CH3:25])[CH3:24])[CH2:18][CH2:17][O:16]1. (9) Reactant: Cl[C:2]1[C:7]([C:8]2[N:13]=[CH:12][N:11]=[C:10]([NH:14][CH3:15])[N:9]=2)=[CH:6][CH:5]=[CH:4][N:3]=1.[F:16][C:17]1[CH:25]=[CH:24][C:23]([OH:26])=[CH:22][C:18]=1[C:19]([OH:21])=[O:20].C([O-])([O-])=O.[Cs+].[Cs+].CS(C)=O. Product: [F:16][C:17]1[CH:25]=[CH:24][C:23]([O:26][C:2]2[C:7]([C:8]3[N:9]=[C:10]([NH:14][CH3:15])[N:11]=[CH:12][N:13]=3)=[CH:6][CH:5]=[CH:4][N:3]=2)=[CH:22][C:18]=1[C:19]([OH:21])=[O:20]. The catalyst class is: 6.